This data is from Reaction yield outcomes from USPTO patents with 853,638 reactions. The task is: Predict the reaction yield, written as a fraction of the theoretical maximum amount of product (1.0 means a 100% yield; for example, 0.34 means a 34% yield). (1) The reactants are [NH:1]1[CH2:4][CH:3]([O:5][C:6]2[CH:17]=[CH:16][C:9]([CH2:10][N:11]3[CH2:15][CH2:14][CH2:13][CH2:12]3)=[C:8]([F:18])[CH:7]=2)[CH2:2]1.[C:19]1([C:25]2[O:29][C:28]([C:30](OCC)=[O:31])=[N:27][N:26]=2)[CH:24]=[CH:23][CH:22]=[CH:21][CH:20]=1. No catalyst specified. The product is [F:18][C:8]1[CH:7]=[C:6]([CH:17]=[CH:16][C:9]=1[CH2:10][N:11]1[CH2:15][CH2:14][CH2:13][CH2:12]1)[O:5][CH:3]1[CH2:4][N:1]([C:30]([C:28]2[O:29][C:25]([C:19]3[CH:20]=[CH:21][CH:22]=[CH:23][CH:24]=3)=[N:26][N:27]=2)=[O:31])[CH2:2]1. The yield is 0.710. (2) The reactants are [F:1][C:2]([F:41])([F:40])[C:3]1[CH:4]=[C:5]([CH2:13][N:14]([CH3:39])[C:15]([N:17]2[CH2:30][CH2:29][C@:20]3([NH:24][C@H:23]([C:25]([O:27]C)=O)[CH2:22][CH2:21]3)[CH2:19][C@@H:18]2[C:31]2[CH:36]=[CH:35][C:34]([F:37])=[CH:33][C:32]=2[CH3:38])=[O:16])[CH:6]=[C:7]([C:9]([F:12])([F:11])[F:10])[CH:8]=1.[NH3:42]. No catalyst specified. The product is [F:1][C:2]([F:40])([F:41])[C:3]1[CH:4]=[C:5]([CH2:13][N:14]([CH3:39])[C:15]([N:17]2[CH2:30][CH2:29][C@:20]3([NH:24][C@H:23]([C:25]([NH2:42])=[O:27])[CH2:22][CH2:21]3)[CH2:19][C@@H:18]2[C:31]2[CH:36]=[CH:35][C:34]([F:37])=[CH:33][C:32]=2[CH3:38])=[O:16])[CH:6]=[C:7]([C:9]([F:12])([F:11])[F:10])[CH:8]=1. The yield is 0.950. (3) The reactants are [ClH:1].[CH3:2][NH:3][O:4][CH3:5].[NH2:6][C:7]1[N:15]=[CH:14][C:13]([Br:16])=[CH:12][C:8]=1[C:9](O)=[O:10].CN1CCOCC1.C1CN([P+](ON2N=NC3C=CC=CC2=3)(N2CCCC2)N2CCCC2)CC1.F[P-](F)(F)(F)(F)F. The catalyst is ClCCl. The product is [ClH:1].[CH3:5][O:4][N:3]([CH3:2])[C:9](=[O:10])[C:8]1[CH:12]=[C:13]([Br:16])[CH:14]=[N:15][C:7]=1[NH2:6]. The yield is 0.740. (4) The reactants are Cl[C:2]1[CH:3]=[CH:4][C:5]2[N:6]=[CH:7][NH:8][C:9](=[O:12])[C:10]=2[N:11]=1.[CH3:13][O:14][C:15]1[CH:20]=[CH:19][C:18](B(O)O)=[CH:17][C:16]=1[CH3:24].C(=O)([O-])[O-].[K+].[K+]. The catalyst is O1CCOCC1.O. The product is [CH3:24][C:16]1[CH:17]=[C:18]([C:2]2[CH:3]=[CH:4][C:5]3[N:6]=[CH:7][NH:8][C:9](=[O:12])[C:10]=3[N:11]=2)[CH:19]=[CH:20][C:15]=1[O:14][CH3:13]. The yield is 0.770. (5) The reactants are [Cl:1][C:2]1[CH:18]=[CH:17][C:5]2[CH2:6][CH2:7][N:8]([C:11](=[O:16])[C:12]([F:15])([F:14])[F:13])[CH2:9][CH2:10][C:4]=2[C:3]=1OS(C(F)(F)F)(=O)=O.[Cl:27][C:28]1[CH:36]=[CH:35][C:31]([CH:32]([NH2:34])[CH3:33])=[CH:30][CH:29]=1. No catalyst specified. The product is [Cl:1][C:2]1[CH:18]=[CH:17][C:5]2[CH2:6][CH2:7][N:8]([C:11](=[O:16])[C:12]([F:15])([F:14])[F:13])[CH2:9][CH2:10][C:4]=2[C:3]=1[NH:34][CH:32]([C:31]1[CH:35]=[CH:36][C:28]([Cl:27])=[CH:29][CH:30]=1)[CH3:33]. The yield is 0.380. (6) The reactants are [NH:1]([C:3]1[CH:8]=[CH:7][N:6]=[CH:5][CH:4]=1)[NH2:2].[CH3:9][C:10]([CH3:17])([CH3:16])[C:11](=O)[CH2:12][C:13]#[N:14]. The catalyst is C1(C)C=CC=CC=1. The product is [C:10]([C:11]1[CH:12]=[C:13]([NH2:14])[N:1]([C:3]2[CH:8]=[CH:7][N:6]=[CH:5][CH:4]=2)[N:2]=1)([CH3:17])([CH3:16])[CH3:9]. The yield is 0.510. (7) The reactants are [Cl:1][C:2]1[CH:3]=[N:4][C:5]2[C:6](=O)[CH2:7][CH2:8][C:9]=2[CH:10]=1.[NH2:12][C:13]1[CH:14]=[CH:15][C:16]([F:30])=[C:17]([C@:19]2([CH3:29])[C:25]([F:27])([F:26])[CH2:24][O:23][CH2:22][C:21](=[O:28])[NH:20]2)[CH:18]=1.[B][B][B][B][B][B][B][B][B][B].C([O-])(O)=O.[Na+]. The catalyst is CO.ClCCl. The product is [Cl:1][C:2]1[CH:10]=[C:9]2[CH2:8][CH2:7][CH:6]([NH:12][C:13]3[CH:14]=[CH:15][C:16]([F:30])=[C:17]([C@:19]4([CH3:29])[C:25]([F:26])([F:27])[CH2:24][O:23][CH2:22][C:21](=[O:28])[NH:20]4)[CH:18]=3)[C:5]2=[N:4][CH:3]=1. The yield is 0.870.